Dataset: Catalyst prediction with 721,799 reactions and 888 catalyst types from USPTO. Task: Predict which catalyst facilitates the given reaction. (1) Reactant: Br[C:2]1[CH:11]=[C:10]2[C:5]([CH2:6][CH2:7][N:8]([C:12]3[CH:17]=[C:16]([N:18]4[CH2:23][CH2:22][N:21]([CH3:24])[CH2:20][CH2:19]4)[N:15]=[C:14]([NH2:25])[N:13]=3)[CH2:9]2)=[CH:4][C:3]=1[F:26].[CH3:27][NH:28][C:29]([C:31]1[CH:36]=[CH:35][C:34](B2OC(C)(C)C(C)(C)O2)=[CH:33][N:32]=1)=[O:30].C(=O)([O-])[O-].[K+].[K+].ClCCl. Product: [NH2:25][C:14]1[N:13]=[C:12]([N:8]2[CH2:7][CH2:6][C:5]3[C:10](=[CH:11][C:2]([C:34]4[CH:35]=[CH:36][C:31]([C:29]([NH:28][CH3:27])=[O:30])=[N:32][CH:33]=4)=[C:3]([F:26])[CH:4]=3)[CH2:9]2)[CH:17]=[C:16]([N:18]2[CH2:23][CH2:22][N:21]([CH3:24])[CH2:20][CH2:19]2)[N:15]=1. The catalyst class is: 38. (2) Reactant: [Cl-].[Al+3].[Cl-].[Cl-].Cl[C:6](=[O:12])[C:7]([O:9][CH2:10][CH3:11])=[O:8].[Br:13][C:14]1[CH:19]=[CH:18][CH:17]=[CH:16][C:15]=1[S:20][CH:21]1[CH2:23][CH2:22]1.O. The catalyst class is: 4. Product: [Br:13][C:14]1[CH:19]=[C:18]([C:6](=[O:12])[C:7]([O:9][CH2:10][CH3:11])=[O:8])[CH:17]=[CH:16][C:15]=1[S:20][CH:21]1[CH2:23][CH2:22]1. (3) Reactant: [Cl:1][C:2]1[C:3]([CH2:15][CH2:16][C:17]2[CH:22]=[CH:21][CH:20]=[CH:19][C:18]=2[CH:23]([CH3:27])[C:24]([NH2:26])=[O:25])=[N:4][C:5]([NH:8][C:9]2[CH:10]=[N:11][N:12]([CH3:14])[CH:13]=2)=[N:6][CH:7]=1.NC1C=NC=NC=1.CC1(C)C2C(=C(P(C3C=CC=CC=3)C3C=CC=CC=3)C=CC=2)OC2C(P(C3C=CC=CC=3)C3C=CC=CC=3)=CC=CC1=2.C([O-])([O-])=O.[Cs+].[Cs+]. Product: [Cl:1][C:2]1[C:3]([CH2:15][CH2:16][C:17]2[CH:22]=[CH:21][CH:20]=[CH:19][C:18]=2[CH:23]([CH3:27])[C:24]([NH2:26])=[O:25])=[N:4][C:5]([NH:8][C:9]2[CH:10]=[N:11][CH:14]=[N:12][CH:13]=2)=[N:6][CH:7]=1. The catalyst class is: 160. (4) Reactant: Cl[C:2]1[CH:31]=[CH:30][C:5]([C:6]([NH:8][C:9]2[CH:14]=[CH:13][C:12]([O:15][C:16]([F:19])([F:18])[F:17])=[C:11]([NH:20][C:21](=[O:29])[CH2:22][N:23]3[CH2:28][CH2:27][O:26][CH2:25][CH2:24]3)[CH:10]=2)=[O:7])=[CH:4][N:3]=1.[F:32][C:33]1[CH:34]=[C:35](B(O)O)[CH:36]=[CH:37][CH:38]=1.C(=O)([O-])[O-].[K+].[K+]. Product: [F:32][C:33]1[CH:38]=[C:37]([C:2]2[CH:31]=[CH:30][C:5]([C:6]([NH:8][C:9]3[CH:14]=[CH:13][C:12]([O:15][C:16]([F:19])([F:18])[F:17])=[C:11]([NH:20][C:21](=[O:29])[CH2:22][N:23]4[CH2:28][CH2:27][O:26][CH2:25][CH2:24]4)[CH:10]=3)=[O:7])=[CH:4][N:3]=2)[CH:36]=[CH:35][CH:34]=1. The catalyst class is: 149. (5) Product: [F:1][C:2]1[CH:3]=[CH:4][C:5]([CH:8]2[CH2:13][C:12](=[O:14])[N:11]([CH3:21])[C:10]([CH3:15])=[C:9]2[C:16]([O:18][CH3:19])=[O:17])=[CH:6][CH:7]=1. Reactant: [F:1][C:2]1[CH:7]=[CH:6][C:5]([CH:8]2[CH2:13][C:12](=[O:14])[NH:11][C:10]([CH3:15])=[C:9]2[C:16]([O:18][CH3:19])=[O:17])=[CH:4][CH:3]=1.I[CH3:21].[H-].[Na+]. The catalyst class is: 3.